From a dataset of Forward reaction prediction with 1.9M reactions from USPTO patents (1976-2016). Predict the product of the given reaction. (1) The product is: [Cl:4][CH:8]([C:7](=[O:6])[CH3:14])[C:9]([O:11][CH2:12][CH3:13])=[O:10]. Given the reactants S(Cl)([Cl:4])(=O)=O.[O:6]=[C:7]([CH3:14])[CH2:8][C:9]([O:11][CH2:12][CH3:13])=[O:10], predict the reaction product. (2) Given the reactants [Si:1]([O:8][C@H:9]1[CH2:14][CH2:13][C@H:12]([N:15]2[C:23]3[CH:22]=[CH:21][N:20]=[C:19]([O:24][CH3:25])[C:18]=3[C:17](I)=[CH:16]2)[CH2:11][CH2:10]1)([C:4]([CH3:7])([CH3:6])[CH3:5])([CH3:3])[CH3:2].CC1(C)C(C)(C)OB([C:35]2[CH:40]=[CH:39][C:38]([S:41]([NH2:44])(=[O:43])=[O:42])=[CH:37][CH:36]=2)O1.C(=O)([O-])[O-].[K+].[K+], predict the reaction product. The product is: [Si:1]([O:8][C@H:9]1[CH2:14][CH2:13][C@H:12]([N:15]2[C:23]3[CH:22]=[CH:21][N:20]=[C:19]([O:24][CH3:25])[C:18]=3[C:17]([C:35]3[CH:40]=[CH:39][C:38]([S:41]([NH2:44])(=[O:43])=[O:42])=[CH:37][CH:36]=3)=[CH:16]2)[CH2:11][CH2:10]1)([C:4]([CH3:7])([CH3:6])[CH3:5])([CH3:3])[CH3:2]. (3) Given the reactants Cl[CH2:2][C:3]1[S:4][CH:5]=[C:6]([C:8]([NH:10][C:11]2[CH:19]=[C:18]([C:20]3[CH:28]=[CH:27][CH:26]=[C:25]4[C:21]=3[CH:22]=[CH:23][NH:24]4)[CH:17]=[C:16]3[C:12]=2[CH:13]=[N:14][N:15]3S(C2C=CC=CC=2)(=O)=O)=[O:9])[N:7]=1.[CH3:38][CH:39]1[O:44][CH2:43][CH2:42][NH:41][CH2:40]1.[OH-].[Na+].Cl, predict the reaction product. The product is: [NH:24]1[C:25]2[C:21](=[C:20]([C:18]3[CH:17]=[C:16]4[C:12]([CH:13]=[N:14][NH:15]4)=[C:11]([NH:10][C:8]([C:6]4[N:7]=[C:3]([CH2:2][N:41]5[CH2:42][CH2:43][O:44][CH:39]([CH3:38])[CH2:40]5)[S:4][CH:5]=4)=[O:9])[CH:19]=3)[CH:28]=[CH:27][CH:26]=2)[CH:22]=[CH:23]1. (4) Given the reactants [C:1]([O:4][NH:5][C:6]([C:8]1[CH:13]=[CH:12][C:11]([C:14]2[O:15][C:16]([C:19]3[CH:24]=[CH:23][C:22]([C:25](=[NH:31])[NH:26]OC(=O)C)=[CH:21][CH:20]=3)=[CH:17][CH:18]=2)=[CH:10][N:9]=1)=[NH:7])(=[O:3])[CH3:2].C(O)C, predict the reaction product. The product is: [C:1]([OH:4])(=[O:3])[CH3:2].[C:25]([C:22]1[CH:21]=[CH:20][C:19]([C:16]2[O:15][C:14]([C:11]3[CH:12]=[CH:13][C:8]([C:6]([NH2:7])=[NH:5])=[N:9][CH:10]=3)=[CH:18][CH:17]=2)=[CH:24][CH:23]=1)(=[NH:26])[NH2:31]. (5) Given the reactants [H-].[Na+].[CH3:3][C:4]([CH3:8])=[CH:5][CH2:6]Br.[NH:9]1[CH:13]=[CH:12][N:11]=[CH:10]1, predict the reaction product. The product is: [CH3:3][C:4]([CH3:8])=[CH:5][CH2:6][N:9]1[CH:13]=[CH:12][N:11]=[CH:10]1. (6) Given the reactants [I-].[N+:2]([C:5]1[CH:6]=[C:7]([CH:21]=[C:22]([N+:24]([O-:26])=[O:25])[CH:23]=1)[CH2:8][N+:9]1[C:17]2[C:12](=[CH:13][CH:14]=[CH:15][CH:16]=2)[C:11]([CH3:19])([CH3:18])[C:10]=1[CH3:20])([O-:4])=[O:3].O[C:28]1[C:29](=[O:34])[C:30](=O)[C:31]=1[OH:32].[I-].[C:36]([CH2:39][CH2:40][CH2:41][CH2:42][CH2:43][N+:44]1[C:52]2[C:47](=[CH:48][CH:49]=[CH:50][CH:51]=2)[C:46]([CH3:54])([CH3:53])[C:45]=1[CH3:55])([OH:38])=[O:37].C(OC(=O)C)(=O)C, predict the reaction product. The product is: [C:36]([CH2:39][CH2:40][CH2:41][CH2:42][CH2:43][N:44]1[C:52]2[C:47](=[CH:48][CH:49]=[CH:50][CH:51]=2)[C:46]([CH3:53])([CH3:54])[C:45]1=[CH:55][C+:28]1[C:31]([O-:32])=[C:30]([CH:20]=[C:10]2[C:11]([CH3:19])([CH3:18])[C:12]3[C:17](=[CH:16][CH:15]=[CH:14][CH:13]=3)[N:9]2[CH2:8][C:7]2[CH:6]=[C:5]([N+:2]([O-:4])=[O:3])[CH:23]=[C:22]([N+:24]([O-:26])=[O:25])[CH:21]=2)[C+:29]1[O-:34])([OH:38])=[O:37].